From a dataset of NCI-60 drug combinations with 297,098 pairs across 59 cell lines. Regression. Given two drug SMILES strings and cell line genomic features, predict the synergy score measuring deviation from expected non-interaction effect. (1) Drug 1: CC1=C(N=C(N=C1N)C(CC(=O)N)NCC(C(=O)N)N)C(=O)NC(C(C2=CN=CN2)OC3C(C(C(C(O3)CO)O)O)OC4C(C(C(C(O4)CO)O)OC(=O)N)O)C(=O)NC(C)C(C(C)C(=O)NC(C(C)O)C(=O)NCCC5=NC(=CS5)C6=NC(=CS6)C(=O)NCCC[S+](C)C)O. Drug 2: CCCCC(=O)OCC(=O)C1(CC(C2=C(C1)C(=C3C(=C2O)C(=O)C4=C(C3=O)C=CC=C4OC)O)OC5CC(C(C(O5)C)O)NC(=O)C(F)(F)F)O. Cell line: OVCAR-5. Synergy scores: CSS=48.7, Synergy_ZIP=0.611, Synergy_Bliss=2.24, Synergy_Loewe=0.352, Synergy_HSA=1.25. (2) Drug 1: CC(CN1CC(=O)NC(=O)C1)N2CC(=O)NC(=O)C2. Drug 2: CCC1(CC2CC(C3=C(CCN(C2)C1)C4=CC=CC=C4N3)(C5=C(C=C6C(=C5)C78CCN9C7C(C=CC9)(C(C(C8N6C=O)(C(=O)OC)O)OC(=O)C)CC)OC)C(=O)OC)O.OS(=O)(=O)O. Cell line: 786-0. Synergy scores: CSS=14.3, Synergy_ZIP=-1.30, Synergy_Bliss=5.40, Synergy_Loewe=3.87, Synergy_HSA=3.18. (3) Drug 1: CC(C)(C#N)C1=CC(=CC(=C1)CN2C=NC=N2)C(C)(C)C#N. Drug 2: C(CCl)NC(=O)N(CCCl)N=O. Cell line: HL-60(TB). Synergy scores: CSS=11.0, Synergy_ZIP=-2.68, Synergy_Bliss=2.84, Synergy_Loewe=2.76, Synergy_HSA=3.00. (4) Drug 1: C1=NC2=C(N1)C(=S)N=C(N2)N. Drug 2: C1CC(C1)(C(=O)O)C(=O)O.[NH2-].[NH2-].[Pt+2]. Cell line: SNB-75. Synergy scores: CSS=4.50, Synergy_ZIP=-7.56, Synergy_Bliss=-7.46, Synergy_Loewe=-7.37, Synergy_HSA=-5.99. (5) Drug 1: CC1=CC2C(CCC3(C2CCC3(C(=O)C)OC(=O)C)C)C4(C1=CC(=O)CC4)C. Drug 2: CN(C)C1=NC(=NC(=N1)N(C)C)N(C)C. Cell line: HS 578T. Synergy scores: CSS=1.28, Synergy_ZIP=5.10, Synergy_Bliss=10.2, Synergy_Loewe=0.930, Synergy_HSA=2.12. (6) Cell line: SW-620. Drug 2: CC1=C(C(=CC=C1)Cl)NC(=O)C2=CN=C(S2)NC3=CC(=NC(=N3)C)N4CCN(CC4)CCO. Synergy scores: CSS=78.9, Synergy_ZIP=18.6, Synergy_Bliss=17.8, Synergy_Loewe=8.86, Synergy_HSA=21.9. Drug 1: CCN(CC)CCNC(=O)C1=C(NC(=C1C)C=C2C3=C(C=CC(=C3)F)NC2=O)C. (7) Drug 1: COC1=NC(=NC2=C1N=CN2C3C(C(C(O3)CO)O)O)N. Drug 2: CC1=C(N=C(N=C1N)C(CC(=O)N)NCC(C(=O)N)N)C(=O)NC(C(C2=CN=CN2)OC3C(C(C(C(O3)CO)O)O)OC4C(C(C(C(O4)CO)O)OC(=O)N)O)C(=O)NC(C)C(C(C)C(=O)NC(C(C)O)C(=O)NCCC5=NC(=CS5)C6=NC(=CS6)C(=O)NCCC[S+](C)C)O. Cell line: HOP-62. Synergy scores: CSS=56.0, Synergy_ZIP=-4.06, Synergy_Bliss=-5.27, Synergy_Loewe=-32.4, Synergy_HSA=3.27. (8) Drug 1: C1=CC(=C(C=C1I)F)NC2=C(C=CC(=C2F)F)C(=O)NOCC(CO)O. Drug 2: C1CCC(C(C1)[NH-])[NH-].C(=O)(C(=O)[O-])[O-].[Pt+4]. Cell line: T-47D. Synergy scores: CSS=29.5, Synergy_ZIP=4.25, Synergy_Bliss=5.55, Synergy_Loewe=6.38, Synergy_HSA=6.35. (9) Drug 1: CC1=C2C(C(=O)C3(C(CC4C(C3C(C(C2(C)C)(CC1OC(=O)C(C(C5=CC=CC=C5)NC(=O)OC(C)(C)C)O)O)OC(=O)C6=CC=CC=C6)(CO4)OC(=O)C)OC)C)OC. Drug 2: CCC1(CC2CC(C3=C(CCN(C2)C1)C4=CC=CC=C4N3)(C5=C(C=C6C(=C5)C78CCN9C7C(C=CC9)(C(C(C8N6C)(C(=O)OC)O)OC(=O)C)CC)OC)C(=O)OC)O.OS(=O)(=O)O. Cell line: K-562. Synergy scores: CSS=66.1, Synergy_ZIP=0.830, Synergy_Bliss=0.771, Synergy_Loewe=-1.76, Synergy_HSA=2.46.